This data is from Catalyst prediction with 721,799 reactions and 888 catalyst types from USPTO. The task is: Predict which catalyst facilitates the given reaction. (1) Reactant: Br.C([O:9][C:10]1[CH:11]=[CH:12][C:13]2[C:14]3[S:23][C:22]([CH2:24][CH2:25][CH3:26])=[N:21][C:15]=3[C:16]([NH2:20])=[N:17][C:18]=2[CH:19]=1)C1C=CC=CC=1.[OH-:27].[Na+]. Product: [C:10]([OH:27])(=[O:9])[CH3:11].[NH2:20][C:16]1[C:15]2[N:21]=[C:22]([CH2:24][CH2:25][CH3:26])[S:23][C:14]=2[C:13]2[CH:12]=[CH:11][C:10]([OH:9])=[CH:19][C:18]=2[N:17]=1. The catalyst class is: 15. (2) Reactant: [Cl:1][C:2]1[N:7]=[C:6]([CH:8]=[O:9])[CH:5]=[C:4]([CH2:10][O:11][CH2:12][C:13]([F:16])([F:15])[F:14])[N:3]=1.[BH4-].[Na+].CC(C)=O.C(Cl)(Cl)Cl. Product: [Cl:1][C:2]1[N:7]=[C:6]([CH2:8][OH:9])[CH:5]=[C:4]([CH2:10][O:11][CH2:12][C:13]([F:16])([F:14])[F:15])[N:3]=1. The catalyst class is: 8.